From a dataset of Reaction yield outcomes from USPTO patents with 853,638 reactions. Predict the reaction yield, written as a fraction of the theoretical maximum amount of product (1.0 means a 100% yield; for example, 0.34 means a 34% yield). (1) The reactants are [C:1]([N:8]1[CH2:13][CH2:12][CH2:11][CH2:10][CH:9]1[C:14]#[N:15])([O:3][C:4]([CH3:7])([CH3:6])[CH3:5])=[O:2].Cl.[NH2:17][OH:18].C(N(CC)CC)C. The catalyst is C(O)C. The product is [NH2:15]/[C:14](=[N:17]\[OH:18])/[CH:9]1[CH2:10][CH2:11][CH2:12][CH2:13][N:8]1[C:1]([O:3][C:4]([CH3:7])([CH3:6])[CH3:5])=[O:2]. The yield is 0.950. (2) The reactants are [Cl:1][C:2]1[CH:9]=[CH:8][C:5]([CH:6]=O)=[CH:4][N:3]=1.[CH3:10][N:11]1[CH2:16][CH2:15][NH:14][CH2:13][CH2:12]1.C(O)(=O)C.C(O[BH-](OC(=O)C)OC(=O)C)(=O)C.[Na+]. The catalyst is C(Cl)Cl.O. The product is [Cl:1][C:2]1[N:3]=[CH:4][C:5]([CH2:6][N:14]2[CH2:15][CH2:16][N:11]([CH3:10])[CH2:12][CH2:13]2)=[CH:8][CH:9]=1. The yield is 0.847. (3) The reactants are [OH-].[Na+].C[O:4][C:5](=[O:22])[CH2:6][CH2:7][C@H:8]1[CH2:12][O:11][C:10]([CH3:14])([CH3:13])[N:9]1[C:15]([O:17][C:18]([CH3:21])([CH3:20])[CH3:19])=[O:16]. No catalyst specified. The product is [C:18]([O:17][C:15]([N:9]1[C@@H:8]([CH2:7][CH2:6][C:5]([OH:22])=[O:4])[CH2:12][O:11][C:10]1([CH3:14])[CH3:13])=[O:16])([CH3:21])([CH3:19])[CH3:20]. The yield is 0.910. (4) The reactants are [ClH:1].[NH2:2][C@@H:3]1[CH2:8][CH2:7][CH2:6][N:5]([C:9]2[C:14]([Br:15])=[CH:13][N:12]=[C:11]3[NH:16][CH:17]=[C:18]([NH:19][C:20](=[O:27])[C:21]4[CH:26]=[CH:25][CH:24]=[N:23][CH:22]=4)[C:10]=23)[CH2:4]1.C(OC)(OC)OC.CCN(C(C)C)C(C)C.[CH:44]1([CH:47]=O)[CH2:46][CH2:45]1.[BH4-].[Na+]. The catalyst is CO.O. The product is [ClH:1].[Br:15][C:14]1[C:9]([N:5]2[CH2:6][CH2:7][CH2:8][C@@H:3]([NH:2][CH2:47][CH:44]3[CH2:46][CH2:45]3)[CH2:4]2)=[C:10]2[C:18]([NH:19][C:20](=[O:27])[C:21]3[CH:26]=[CH:25][CH:24]=[N:23][CH:22]=3)=[CH:17][NH:16][C:11]2=[N:12][CH:13]=1. The yield is 0.600.